This data is from Human liver microsome stability data. The task is: Regression/Classification. Given a drug SMILES string, predict its absorption, distribution, metabolism, or excretion properties. Task type varies by dataset: regression for continuous measurements (e.g., permeability, clearance, half-life) or binary classification for categorical outcomes (e.g., BBB penetration, CYP inhibition). Dataset: hlm. (1) The compound is O/N=C(\c1ccc(F)cc1)C1CCN(c2ncnc3c2nc(-c2ccccc2Cl)n3-c2ccc(Cl)cc2)CC1. The result is 0 (unstable in human liver microsomes). (2) The result is 1 (stable in human liver microsomes). The drug is Cc1cc(S(=O)(=O)N=C(N)NN=CC#Cc2ccccc2)c(SCc2ccccc2)cc1Cl.